The task is: Predict the product of the given reaction.. This data is from Forward reaction prediction with 1.9M reactions from USPTO patents (1976-2016). (1) The product is: [NH2:34][C:32]1[N:31]=[CH:30][N:29]=[C:28]2[N:27]([C@H:35]3[CH2:40][CH2:39][C@@H:38]([N:41]4[CH2:42][CH2:43][N:44]([CH3:47])[CH2:45][CH2:46]4)[CH2:37][CH2:36]3)[N:26]=[C:25]([C:9]3[CH:10]=[CH:11][C:12]([NH:15][C:16](=[O:22])[O:17][C:18]([CH3:19])([CH3:20])[CH3:21])=[CH:13][CH:14]=3)[C:33]=12. Given the reactants CC1(C)C(C)(C)OB([C:9]2[CH:14]=[CH:13][C:12]([NH:15][C:16](=[O:22])[O:17][C:18]([CH3:21])([CH3:20])[CH3:19])=[CH:11][CH:10]=2)O1.I[C:25]1[C:33]2[C:28](=[N:29][CH:30]=[N:31][C:32]=2[NH2:34])[N:27]([C@H:35]2[CH2:40][CH2:39][C@@H:38]([N:41]3[CH2:46][CH2:45][N:44]([CH3:47])[CH2:43][CH2:42]3)[CH2:37][CH2:36]2)[N:26]=1.O.C(=O)([O-])[O-].[Na+].[Na+], predict the reaction product. (2) Given the reactants [H-].[Al+3].[Li+].[H-].[H-].[H-].C[O:8][C:9](=O)[C@H:10]([CH:31]([CH3:33])[CH3:32])[NH:11][CH:12]([C:16]1[CH:21]=[CH:20][CH:19]=[CH:18][C:17]=1[C:22]1[C:26]2[CH:27]=[CH:28][CH:29]=[CH:30][C:25]=2[O:24][N:23]=1)[CH2:13][CH:14]=[CH2:15].O.S([O-])([O-])(=O)=O.[Mg+2], predict the reaction product. The product is: [O:24]1[C:25]2[CH:30]=[CH:29][CH:28]=[CH:27][C:26]=2[C:22]([C:17]2[CH:18]=[CH:19][CH:20]=[CH:21][C:16]=2[CH:12]([NH:11][CH:10]([CH:31]([CH3:33])[CH3:32])[CH2:9][OH:8])[CH2:13][CH:14]=[CH2:15])=[N:23]1. (3) Given the reactants [NH:1]([CH2:5][CH2:6][OH:7])[CH2:2][CH2:3][OH:4].Br[CH2:9][CH2:10][C:11]1[CH:16]=[CH:15][CH:14]=[CH:13][CH:12]=1, predict the reaction product. The product is: [OH:4][CH2:3][CH2:2][N:1]([CH2:9][CH2:10][C:11]1[CH:16]=[CH:15][CH:14]=[CH:13][CH:12]=1)[CH2:5][CH2:6][OH:7]. (4) Given the reactants C[O:2][C:3]([C:5]1[C:13]2[N:9]([C:10]([CH3:15])=[C:11]([CH3:14])[CH:12]=2)[CH:8]=[CH:7][CH:6]=1)=O.[H-].[H-].[H-].[H-].[Li+].[Al+3], predict the reaction product. The product is: [CH3:14][C:11]1[CH:12]=[C:13]2[N:9]([C:10]=1[CH3:15])[CH:8]=[CH:7][CH:6]=[C:5]2[CH2:3][OH:2].